This data is from Full USPTO retrosynthesis dataset with 1.9M reactions from patents (1976-2016). The task is: Predict the reactants needed to synthesize the given product. (1) The reactants are: [O:1]=[C:2]1[C:7]([C:8]([O-:10])=[O:9])=[CH:6][CH:5]=[CH:4][N:3]1[C:11]1[CH:16]=[CH:15][CH:14]=[CH:13][CH:12]=1.[OH-].[Na+]. Given the product [O:1]=[C:2]1[C:7]([C:8]([OH:10])=[O:9])=[CH:6][CH:5]=[CH:4][N:3]1[C:11]1[CH:16]=[CH:15][CH:14]=[CH:13][CH:12]=1, predict the reactants needed to synthesize it. (2) Given the product [F:17][C:18]([F:28])([F:29])[O:19][C:20]1[CH:27]=[CH:26][C:23]([CH2:24][O:10][C:7]2[CH:8]=[CH:9][C:4]([C:2](=[O:3])[CH3:1])=[CH:5][CH:6]=2)=[CH:22][CH:21]=1, predict the reactants needed to synthesize it. The reactants are: [CH3:1][C:2]([C:4]1[CH:5]=[CH:6][C:7]([OH:10])=[CH:8][CH:9]=1)=[O:3].C(=O)([O-])[O-].[K+].[K+].[F:17][C:18]([F:29])([F:28])[O:19][C:20]1[CH:27]=[CH:26][C:23]([CH2:24]Br)=[CH:22][CH:21]=1. (3) Given the product [CH3:15][C:12]1[CH:11]=[CH:10][C:9]([C:6]2[CH:7]=[CH:8][C:3]([OH:2])=[CH:4][CH:5]=2)=[CH:14][CH:13]=1, predict the reactants needed to synthesize it. The reactants are: C[O:2][C:3]1[CH:8]=[CH:7][C:6]([C:9]2[CH:14]=[CH:13][C:12]([CH3:15])=[CH:11][CH:10]=2)=[CH:5][CH:4]=1.B(Br)(Br)Br. (4) The reactants are: [Cl:1][C:2]1[CH:3]=[C:4]([C:9]2[N:10]=[C:11]([C:22]([N:24]3[CH2:28][C:27](=[O:29])[NH:26][CH2:25]3)=[O:23])[S:12][C:13]=2[C:14]2[CH:19]=[C:18]([F:20])[CH:17]=[C:16]([Cl:21])[CH:15]=2)[CH:5]=[CH:6][C:7]=1F.ClC1C=C(C2SC(C(O)=O)=NC=2C2C=CC=C(Cl)C=2)C=C(F)C=1. Given the product [Cl:21][C:16]1[CH:15]=[C:14]([C:13]2[S:12][C:11]([C:22]([N:24]3[CH2:28][C:27](=[O:29])[NH:26][CH2:25]3)=[O:23])=[N:10][C:9]=2[C:4]2[CH:5]=[CH:6][CH:7]=[C:2]([Cl:1])[CH:3]=2)[CH:19]=[C:18]([F:20])[CH:17]=1, predict the reactants needed to synthesize it. (5) Given the product [Br:1][C:2]1[CH:3]=[CH:4][C:5]([N:8]2[CH:12]=[CH:11][N:10]([CH2:17][C:18]([O:20][CH2:21][CH3:22])=[O:19])[C:9]2=[O:13])=[CH:6][CH:7]=1, predict the reactants needed to synthesize it. The reactants are: [Br:1][C:2]1[CH:7]=[CH:6][C:5]([N:8]2[CH:12]=[CH:11][NH:10][C:9]2=[O:13])=[CH:4][CH:3]=1.[H-].[Na+].Br[CH2:17][C:18]([O:20][CH2:21][CH3:22])=[O:19]. (6) Given the product [Cl:1][C:2]1[N:10]([C:11]2[CH:12]=[CH:13][C:14]([C:17]3[C:22]([OH:23])=[CH:21][CH:20]=[CH:19][C:18]=3[Cl:25])=[CH:15][CH:16]=2)[C:9]2[C:8]([OH:26])=[C:7]([C:27]#[N:28])[C:6](=[O:29])[NH:5][C:4]=2[CH:3]=1, predict the reactants needed to synthesize it. The reactants are: [Cl:1][C:2]1[N:10]([C:11]2[CH:16]=[CH:15][C:14]([C:17]3[C:22]([O:23]C)=[CH:21][CH:20]=[CH:19][C:18]=3[Cl:25])=[CH:13][CH:12]=2)[C:9]2[C:8]([OH:26])=[C:7]([C:27]#[N:28])[C:6](=[O:29])[NH:5][C:4]=2[CH:3]=1.B(Br)(Br)Br.O. (7) Given the product [C:1]([C:3]1[CH:8]=[CH:7][C:6]([N:9]2[C:13]([C:14]3[C:15](=[O:33])[N:16]([CH3:32])[C:17](=[O:31])[N:18]([C:21]4[CH:26]=[CH:25][CH:24]=[C:23]([C:27]([F:30])([F:29])[F:28])[CH:22]=4)[C:19]=3[CH3:20])=[C:12]([S:34]([NH2:39])(=[O:36])=[O:35])[CH:11]=[N:10]2)=[CH:5][CH:4]=1)#[N:2], predict the reactants needed to synthesize it. The reactants are: [C:1]([C:3]1[CH:8]=[CH:7][C:6]([N:9]2[C:13]([C:14]3[C:15](=[O:33])[N:16]([CH3:32])[C:17](=[O:31])[N:18]([C:21]4[CH:26]=[CH:25][CH:24]=[C:23]([C:27]([F:30])([F:29])[F:28])[CH:22]=4)[C:19]=3[CH3:20])=[C:12]([S:34](Cl)(=[O:36])=[O:35])[CH:11]=[N:10]2)=[CH:5][CH:4]=1)#[N:2].O.[NH3:39].